The task is: Predict the reaction yield, written as a fraction of the theoretical maximum amount of product (1.0 means a 100% yield; for example, 0.34 means a 34% yield).. This data is from Reaction yield outcomes from USPTO patents with 853,638 reactions. (1) The reactants are [Br:1][C:2]1[CH:3]=[C:4]([F:9])[C:5]([OH:8])=[N:6][CH:7]=1.IC.[C:12]([O-])([O-])=O.[K+].[K+].O. The catalyst is CN(C=O)C. The product is [Br:1][C:2]1[CH:3]=[C:4]([F:9])[C:5](=[O:8])[N:6]([CH3:12])[CH:7]=1. The yield is 0.930. (2) The reactants are [OH:1][C:2]1[CH:11]=[CH:10][CH:9]=[C:8]2[C:3]=1[CH:4]=[CH:5][N:6]=[CH:7]2.[Br:12][C:13]1[CH:14]=[N:15][CH:16]=[C:17](Br)[CH:18]=1.C(=O)([O-])[O-].[K+].[K+]. The catalyst is CN(C=O)C. The product is [Br:12][C:13]1[CH:18]=[C:17]([O:1][C:2]2[CH:11]=[CH:10][CH:9]=[C:8]3[C:3]=2[CH:4]=[CH:5][N:6]=[CH:7]3)[CH:16]=[N:15][CH:14]=1. The yield is 0.230. (3) The reactants are [H-].[Na+].[O:3]=[C:4]([CH2:12][C:13]1[CH:18]=[CH:17][CH:16]=[CH:15][CH:14]=1)[CH2:5]P(=O)(OC)OC.[CH3:19][O:20][C:21](=[O:37])[CH2:22][CH2:23][CH2:24][S:25][CH2:26][CH2:27][N:28]1[C:33](=[O:34])[CH2:32][CH2:31][CH2:30][C@@H:29]1[CH:35]=O. The catalyst is C1COCC1. The product is [CH3:19][O:20][C:21](=[O:37])[CH2:22][CH2:23][CH2:24][S:25][CH2:26][CH2:27][N:28]1[C@@H:29](/[CH:35]=[CH:5]/[C:4](=[O:3])[CH2:12][C:13]2[CH:14]=[CH:15][CH:16]=[CH:17][CH:18]=2)[CH2:30][CH2:31][CH2:32][C:33]1=[O:34]. The yield is 0.160. (4) The reactants are CS/[C:3](/[N:8]1[CH2:13][CH2:12][C@H:11]([C:14]([N:16]2[CH2:20][CH2:19][C@H:18]([C:21]3[CH:26]=[CH:25][CH:24]=[CH:23][CH:22]=3)[CH2:17]2)=[O:15])[C@@H:10]([C:27]([O:29][CH3:30])=[O:28])[CH2:9]1)=[CH:4]\[N+:5]([O-:7])=[O:6].C(O)C.[NH:34]1[CH2:39][CH2:38][CH2:37][CH2:36][CH2:35]1. No catalyst specified. The product is [N+:5](/[CH:4]=[C:3](/[N:8]1[CH2:13][CH2:12][C@H:11]([C:14]([N:16]2[CH2:20][CH2:19][C@H:18]([C:21]3[CH:26]=[CH:25][CH:24]=[CH:23][CH:22]=3)[CH2:17]2)=[O:15])[C@@H:10]([C:27]([O:29][CH3:30])=[O:28])[CH2:9]1)\[N:34]1[CH2:39][CH2:38][CH2:37][CH2:36][CH2:35]1)([O-:7])=[O:6]. The yield is 0.710. (5) The reactants are [CH3:1][O:2][C:3](=[O:23])[NH:4][CH:5]([C:9]([N:11]1[CH2:15][CH2:14][CH2:13][CH:12]1[C:16]1[NH:17][C:18]([C:21]#[CH:22])=[CH:19][N:20]=1)=[O:10])[CH:6]([CH3:8])[CH3:7].[Br:24][C:25]1[CH:30]=[CH:29][C:28](Br)=[CH:27][CH:26]=1.C(N(CC)CC)C. The yield is 0.510. The product is [CH3:1][O:2][C:3](=[O:23])[NH:4][CH:5]([C:9]([N:11]1[CH2:15][CH2:14][CH2:13][CH:12]1[C:16]1[NH:17][C:18]([C:21]#[C:22][C:28]2[CH:29]=[CH:30][C:25]([Br:24])=[CH:26][CH:27]=2)=[CH:19][N:20]=1)=[O:10])[CH:6]([CH3:8])[CH3:7]. The catalyst is CN(C=O)C.C1C=CC([P]([Pd]([P](C2C=CC=CC=2)(C2C=CC=CC=2)C2C=CC=CC=2)([P](C2C=CC=CC=2)(C2C=CC=CC=2)C2C=CC=CC=2)[P](C2C=CC=CC=2)(C2C=CC=CC=2)C2C=CC=CC=2)(C2C=CC=CC=2)C2C=CC=CC=2)=CC=1.[Cu]I. (6) The reactants are O(C(C)(C)C)[Na].Cl[C:8]1[C:13]([Cl:14])=[N:12][CH:11]=[CH:10][N:9]=1.[O:15]([CH2:22][CH2:23][OH:24])[C:16]1[CH:21]=[CH:20][CH:19]=[CH:18][CH:17]=1. The catalyst is O1CCOCC1. The product is [Cl:14][C:13]1[C:8]([O:24][CH2:23][CH2:22][O:15][C:16]2[CH:21]=[CH:20][CH:19]=[CH:18][CH:17]=2)=[N:9][CH:10]=[CH:11][N:12]=1. The yield is 0.620.